This data is from TCR-epitope binding with 47,182 pairs between 192 epitopes and 23,139 TCRs. The task is: Binary Classification. Given a T-cell receptor sequence (or CDR3 region) and an epitope sequence, predict whether binding occurs between them. (1) Result: 1 (the TCR binds to the epitope). The TCR CDR3 sequence is CASSLAGLETQYF. The epitope is ITEEVGHTDLMAAY. (2) The epitope is TSDLATNNLVVMAY. The TCR CDR3 sequence is CASSILQGADTQYF. Result: 1 (the TCR binds to the epitope). (3) The epitope is DATYQRTRALVR. The TCR CDR3 sequence is CASSLEGDTEAFF. Result: 1 (the TCR binds to the epitope). (4) The epitope is KRWIILGLNK. The TCR CDR3 sequence is CASGQSGTAYNEQFF. Result: 1 (the TCR binds to the epitope). (5) The epitope is TAFTIPSI. The TCR CDR3 sequence is CACRIRTSGGEQYF. Result: 0 (the TCR does not bind to the epitope). (6) The epitope is DATYQRTRALVR. The TCR CDR3 sequence is CASSELEAYGYTF. Result: 1 (the TCR binds to the epitope). (7) The epitope is SLFNTVATLY. The TCR CDR3 sequence is CASRVTSGSDADTQYF. Result: 0 (the TCR does not bind to the epitope).